From a dataset of Drug-target binding data from BindingDB using IC50 measurements. Regression. Given a target protein amino acid sequence and a drug SMILES string, predict the binding affinity score between them. We predict pIC50 (pIC50 = -log10(IC50 in M); higher means more potent). Dataset: bindingdb_ic50. The compound is CN(C)c1ccc(/C=C/C(=O)/C=C/c2ccc(N(C)C)cc2[N+](=O)[O-])c([N+](=O)[O-])c1. The target is SSSEEGLTCRGIPNSISI. The pIC50 is 4.0.